From a dataset of Full USPTO retrosynthesis dataset with 1.9M reactions from patents (1976-2016). Predict the reactants needed to synthesize the given product. (1) The reactants are: C(OC(=O)[NH:7][C:8]1[CH:13]=[C:12]([Cl:14])[C:11]([C:15]2[S:16][C:17]3[C:18]([NH:25][C:26]4[CH:31]=[C:30]([CH2:32][OH:33])[N:29]=[CH:28][N:27]=4)=[N:19][CH:20]=[C:21]([F:24])[C:22]=3[N:23]=2)=[C:10]([Cl:34])[CH:9]=1)(C)(C)C.C(OC(=O)NC1C=C([Cl:49])C(C2SC3C(Cl)=NC=C(F)C=3N=2)=C(Cl)C=1)(C)(C)C.NC1N=CN=C(CO)C=1.CC1(C)C2C(=C(P(C3C=CC=CC=3)C3C=CC=CC=3)C=CC=2)OC2C(P(C3C=CC=CC=3)C3C=CC=CC=3)=CC=CC1=2.C([O-])([O-])=O.[Cs+].[Cs+]. Given the product [ClH:14].[ClH:49].[NH2:7][C:8]1[CH:13]=[C:12]([Cl:14])[C:11]([C:15]2[S:16][C:17]3[C:18]([NH:25][C:26]4[N:27]=[CH:28][N:29]=[C:30]([CH2:32][OH:33])[CH:31]=4)=[N:19][CH:20]=[C:21]([F:24])[C:22]=3[N:23]=2)=[C:10]([Cl:34])[CH:9]=1, predict the reactants needed to synthesize it. (2) Given the product [C:13]([C:17]1[CH:18]=[CH:19][C:20]([NH:21][C:2]2[C:11]3[C:6](=[CH:7][C:8]([F:12])=[CH:9][CH:10]=3)[CH:5]=[CH:4][N:3]=2)=[CH:22][CH:23]=1)([CH3:16])([CH3:14])[CH3:15], predict the reactants needed to synthesize it. The reactants are: Cl[C:2]1[C:11]2[C:6](=[CH:7][C:8]([F:12])=[CH:9][CH:10]=2)[CH:5]=[CH:4][N:3]=1.[C:13]([C:17]1[CH:23]=[CH:22][C:20]([NH2:21])=[CH:19][CH:18]=1)([CH3:16])([CH3:15])[CH3:14]. (3) Given the product [Cl:6][C:7]1[CH:12]=[CH:11][C:16]([F:21])=[CH:17][N+:8]=1[O-:22], predict the reactants needed to synthesize it. The reactants are: F[B-](F)(F)F.[Cl:6][C:7]1[CH:12]=[CH:11]C([N+]#N)=C[N:8]=1.F[C:16]([F:21])(F)[C:17](O)=O.[OH:22]O. (4) The reactants are: [Cl:1][C:2]1[CH:12]=[CH:11][C:5]([CH:6]([OH:10])[C:7]([OH:9])=[O:8])=[CH:4][CH:3]=1.OS(O)(=O)=O.[C:18]1(C)C=CC=C[CH:19]=1. Given the product [CH2:18]([O:8][C:7](=[O:9])[CH:6]([C:5]1[CH:11]=[CH:12][C:2]([Cl:1])=[CH:3][CH:4]=1)[OH:10])[CH3:19], predict the reactants needed to synthesize it. (5) Given the product [CH:1]([CH:4]1[CH2:9][CH2:8][N:7]([CH2:30][CH2:31][N:18]2[C:19](=[O:20])[C:14]3[C:15](=[CH:21][CH:22]=[CH:23][CH:13]=3)[C:16]2=[O:17])[CH2:6][CH2:5]1)([CH3:3])[CH3:2], predict the reactants needed to synthesize it. The reactants are: [CH:1]([CH:4]1[CH2:9][CH2:8][NH:7][CH2:6][CH2:5]1)([CH3:3])[CH3:2].BrCC[C:13]1[CH:23]=[CH:22][CH:21]=[C:15]2[C:16]([NH:18][C:19](=[O:20])[C:14]=12)=[O:17].C(=O)([O-])[O-].[K+].[K+].[C:30](#N)[CH3:31]. (6) Given the product [N:17]1([C:2]2[CH:3]=[CH:4][C:5]([CH2:6][CH2:7][OH:8])=[CH:15][CH:16]=2)[CH2:21][CH2:20][CH2:19][CH2:18]1, predict the reactants needed to synthesize it. The reactants are: Br[C:2]1[CH:16]=[CH:15][C:5]([CH2:6][CH2:7][O:8]C2CCCCO2)=[CH:4][CH:3]=1.[NH:17]1[CH2:21][CH2:20][CH2:19][CH2:18]1.C(P(C(C)(C)C)C1C=CC=CC=1C1C=CC=CC=1)(C)(C)C.CC(C)([O-])C.[Na+].